The task is: Predict the product of the given reaction.. This data is from Forward reaction prediction with 1.9M reactions from USPTO patents (1976-2016). (1) The product is: [NH2:39][C:23]1[N:22]([C@H:15]([CH:16]2[CH2:17][CH2:18][CH2:19][CH2:20][CH2:21]2)[CH2:14][CH2:13][C:12]([NH:11][C@H:4]([CH2:5][O:6][C:7]([CH3:10])([CH3:9])[CH3:8])[CH2:3][OH:2])=[O:40])[CH2:31][C:30]2[C:25](=[CH:26][CH:27]=[C:28]([O:32][C:33]3[CH:34]=[CH:35][CH:36]=[CH:37][CH:38]=3)[CH:29]=2)[N:24]=1. Given the reactants C[O:2][C:3](=O)[CH:4]([NH:11][C:12](=[O:40])[CH2:13][CH2:14][CH:15]([N:22]1[CH2:31][C:30]2[C:25](=[CH:26][CH:27]=[C:28]([O:32][C:33]3[CH:38]=[CH:37][CH:36]=[CH:35][CH:34]=3)[CH:29]=2)[N:24]=[C:23]1[NH2:39])[CH:16]1[CH2:21][CH2:20][CH2:19][CH2:18][CH2:17]1)[CH2:5][O:6][C:7]([CH3:10])([CH3:9])[CH3:8].[BH4-].[Na+], predict the reaction product. (2) Given the reactants C(OC([NH:11][C@H:12]1[C@@H:17]2[CH2:18][C@@H:14]([CH:15]=[CH:16]2)[C@H:13]1[C:19]([O:21][CH3:22])=[O:20])=O)C1C=CC=CC=1.[ClH:23].O1CCOCC1, predict the reaction product. The product is: [ClH:23].[NH2:11][C@H:12]1[C@@H:17]2[CH2:18][C@@H:14]([CH2:15][CH2:16]2)[C@H:13]1[C:19]([O:21][CH3:22])=[O:20]. (3) Given the reactants Br[C:2]1[CH:3]=[C:4]([CH:21]=[C:22]([O:24][CH2:25][CH3:26])[CH:23]=1)[CH2:5][O:6][C:7]1[CH:12]=[CH:11][CH:10]=[CH:9][C:8]=1[CH2:13][C:14]([O:16][C:17]([CH3:20])([CH3:19])[CH3:18])=[O:15].[C:27]([O:31][C:32]([NH:34][C@@H:35]([C:37]1[C:38]([F:66])=[C:39](C2C=C(O)C=C(COC3C=CC=CC=3CC(OC(C)(C)C)=O)C=2)[CH:40]=[CH:41][CH:42]=1)[CH3:36])=[O:33])([CH3:30])([CH3:29])[CH3:28].[O-]P([O-])([O-])=O.[K+].[K+].[K+].C(Cl)Cl, predict the reaction product. The product is: [C:27]([O:31][C:32]([NH:34][C@@H:35]([C:37]1[C:38]([F:66])=[C:39]([C:2]2[CH:23]=[C:22]([O:24][CH2:25][CH3:26])[CH:21]=[C:4]([CH2:5][O:6][C:7]3[CH:12]=[CH:11][CH:10]=[CH:9][C:8]=3[CH2:13][C:14]([O:16][C:17]([CH3:20])([CH3:19])[CH3:18])=[O:15])[CH:3]=2)[CH:40]=[CH:41][CH:42]=1)[CH3:36])=[O:33])([CH3:28])([CH3:29])[CH3:30]. (4) Given the reactants [OH:1][C:2]1[CH:7]=[CH:6][C:5]([C:8](=[C:24]2[CH2:29][C:28]([CH3:31])([CH3:30])[CH2:27][C:26]([CH3:33])([CH3:32])[CH2:25]2)[C:9]2[CH:14]=[CH:13][C:12]([O:15][C:16]([CH3:23])([CH3:22])[C:17]([O:19]CC)=[O:18])=[CH:11][CH:10]=2)=[CH:4][CH:3]=1.[OH-].[Na+].Cl, predict the reaction product. The product is: [OH:1][C:2]1[CH:7]=[CH:6][C:5]([C:8](=[C:24]2[CH2:29][C:28]([CH3:31])([CH3:30])[CH2:27][C:26]([CH3:33])([CH3:32])[CH2:25]2)[C:9]2[CH:14]=[CH:13][C:12]([O:15][C:16]([CH3:23])([CH3:22])[C:17]([OH:19])=[O:18])=[CH:11][CH:10]=2)=[CH:4][CH:3]=1. (5) Given the reactants [CH3:1][O:2][C:3]1[CH:8]=[CH:7][CH:6]=[C:5]([O:9][CH3:10])[C:4]=1[C:11]1[C:19]2[C:14](=[N:15][CH:16]=[C:17]([C:20]3[CH:21]=[C:22]([C:26]([N:28]4[CH2:33][CH2:32][N:31]([CH2:34][CH2:35][N:36]([CH3:38])[CH3:37])[CH2:30][CH2:29]4)=[O:27])[CH:23]=[CH:24][CH:25]=3)[CH:18]=2)[N:13](COCC[Si](C)(C)C)[N:12]=1.[OH-].[Na+], predict the reaction product. The product is: [CH3:10][O:9][C:5]1[CH:6]=[CH:7][CH:8]=[C:3]([O:2][CH3:1])[C:4]=1[C:11]1[C:19]2[C:14](=[N:15][CH:16]=[C:17]([C:20]3[CH:21]=[C:22]([C:26]([N:28]4[CH2:29][CH2:30][N:31]([CH2:34][CH2:35][N:36]([CH3:38])[CH3:37])[CH2:32][CH2:33]4)=[O:27])[CH:23]=[CH:24][CH:25]=3)[CH:18]=2)[NH:13][N:12]=1. (6) Given the reactants [CH:1]1([N:6]2[CH2:12][C:11]3([CH2:15][CH2:14][CH2:13]3)[C:10](=[O:16])[N:9]([CH3:17])[C:8]3[CH:18]=[N:19][C:20]([NH:22][C:23]4[CH:31]=[CH:30][C:26]([C:27](O)=[O:28])=[CH:25][C:24]=4[F:32])=[N:21][C:7]2=3)[CH2:5][CH2:4][CH2:3][CH2:2]1.CCN(C(C)C)C(C)C.CN(C(ON1N=NC2C=CC=CC1=2)=[N+](C)C)C.[B-](F)(F)(F)F.[NH2:64][N:65]1[CH2:70][CH2:69][N:68]([CH3:71])[CH2:67][CH2:66]1, predict the reaction product. The product is: [CH:1]1([N:6]2[CH2:12][C:11]3([CH2:13][CH2:14][CH2:15]3)[C:10](=[O:16])[N:9]([CH3:17])[C:8]3[CH:18]=[N:19][C:20]([NH:22][C:23]4[CH:31]=[CH:30][C:26]([C:27]([NH:64][N:65]5[CH2:70][CH2:69][N:68]([CH3:71])[CH2:67][CH2:66]5)=[O:28])=[CH:25][C:24]=4[F:32])=[N:21][C:7]2=3)[CH2:2][CH2:3][CH2:4][CH2:5]1.